From a dataset of Forward reaction prediction with 1.9M reactions from USPTO patents (1976-2016). Predict the product of the given reaction. (1) Given the reactants Br[C:2]1[CH:14]=[CH:13][C:5]([C:6]([NH:8][CH2:9][C@@H:10]([OH:12])[CH3:11])=[O:7])=[C:4]([F:15])[CH:3]=1.[Cl:16][C:17]1[C:18]([C:24]2[N:25]([CH:30]([CH3:32])[CH3:31])[C:26]([CH3:29])=[N:27][CH:28]=2)=[N:19][C:20]([NH2:23])=[N:21][CH:22]=1, predict the reaction product. The product is: [Cl:16][C:17]1[C:18]([C:24]2[N:25]([CH:30]([CH3:32])[CH3:31])[C:26]([CH3:29])=[N:27][CH:28]=2)=[N:19][C:20]([NH:23][C:2]2[CH:14]=[CH:13][C:5]([C:6]([NH:8][CH2:9][C@@H:10]([OH:12])[CH3:11])=[O:7])=[C:4]([F:15])[CH:3]=2)=[N:21][CH:22]=1. (2) Given the reactants [Br:1][C:2]1[CH:3]=[C:4]([CH:28]=[CH:29][CH:30]=1)[CH2:5][N:6]1[C:14]2[C:13](=[O:15])[N:12]([CH3:16])[C:11](=[O:17])[N:10]([CH3:18])[C:9]=2[N:8]=[C:7]1[S:19][C:20]([CH3:27])([CH:22]([OH:26])[CH2:23][CH2:24][CH3:25])[CH3:21].CC(OI1(OC(C)=O)(OC(C)=O)OC(=O)C2C=CC=CC1=2)=O, predict the reaction product. The product is: [Br:1][C:2]1[CH:3]=[C:4]([CH:28]=[CH:29][CH:30]=1)[CH2:5][N:6]1[C:14]2[C:13](=[O:15])[N:12]([CH3:16])[C:11](=[O:17])[N:10]([CH3:18])[C:9]=2[N:8]=[C:7]1[S:19][C:20]([CH3:21])([C:22](=[O:26])[CH2:23][CH2:24][CH3:25])[CH3:27]. (3) Given the reactants [CH3:1][O:2][C:3]1[CH:4]=[C:5]([C:11]2[O:15][N:14]=[CH:13][C:12]=2[CH2:16][CH2:17][C:18]([OH:20])=[O:19])[CH:6]=[CH:7][C:8]=1[O:9][CH3:10].S(=O)(=O)(O)O.[CH3:26]O, predict the reaction product. The product is: [CH3:1][O:2][C:3]1[CH:4]=[C:5]([C:11]2[O:15][N:14]=[CH:13][C:12]=2[CH2:16][CH2:17][C:18]([O:20][CH3:26])=[O:19])[CH:6]=[CH:7][C:8]=1[O:9][CH3:10].